Dataset: Peptide-MHC class II binding affinity with 134,281 pairs from IEDB. Task: Regression. Given a peptide amino acid sequence and an MHC pseudo amino acid sequence, predict their binding affinity value. This is MHC class II binding data. (1) The peptide sequence is TATSASAGWDTVLQS. The MHC is HLA-DQA10401-DQB10402 with pseudo-sequence HLA-DQA10401-DQB10402. The binding affinity (normalized) is 0.195. (2) The peptide sequence is VAAFTEALRIIAGVL. The MHC is HLA-DQA10501-DQB10301 with pseudo-sequence HLA-DQA10501-DQB10301. The binding affinity (normalized) is 0.377.